From a dataset of Forward reaction prediction with 1.9M reactions from USPTO patents (1976-2016). Predict the product of the given reaction. (1) Given the reactants OO.C(O[C:10]([C:12](F)(F)F)=[O:11])(C(F)(F)F)=O.C(NC1N=[N+:21]([O-:35])[C:22]2[CH:31]=[C:30]3[C:26]([CH2:27][CH:28](N(C)C)[CH2:29]3)=[CH:25][C:23]=2[N:24]=1)C.C(O)(C(F)(F)F)=[O:37], predict the reaction product. The product is: [N+:21]([C:22]1[CH:31]=[C:30]2[C:26]([CH2:27][CH2:28][CH2:29]2)=[CH:25][C:23]=1[NH:24][C:10](=[O:11])[CH3:12])([O-:35])=[O:37]. (2) Given the reactants Br[C:2]1[CH:26]=[CH:25][C:24]([Br:27])=[CH:23][C:3]=1[CH2:4][NH:5][CH2:6][C@@H:7]([OH:22])[C@@H:8]([NH:18][C:19](=[O:21])[CH3:20])[CH2:9][C:10]1[CH:15]=[C:14]([F:16])[CH:13]=[C:12]([F:17])[CH:11]=1.BrN(Br)CC1C=CC=CC=1.C1COCC1.[I-].[CH2:44]([Zn+])[C:45]([CH3:48])([CH3:47])[CH3:46], predict the reaction product. The product is: [Br:27][C:24]1[CH:23]=[C:3]([CH:2]=[C:26]([CH2:44][C:45]([CH3:48])([CH3:47])[CH3:46])[CH:25]=1)[CH2:4][NH:5][CH2:6][C@@H:7]([OH:22])[C@@H:8]([NH:18][C:19](=[O:21])[CH3:20])[CH2:9][C:10]1[CH:15]=[C:14]([F:16])[CH:13]=[C:12]([F:17])[CH:11]=1. (3) The product is: [CH:3]([NH:16][CH2:17][C:18]1[CH:23]=[CH:22][C:21]([OH:24])=[C:20]([O:25][CH3:26])[CH:19]=1)([C:10]1[CH:15]=[CH:14][CH:13]=[CH:12][CH:11]=1)[C:4]1[CH:9]=[CH:8][CH:7]=[CH:6][CH:5]=1. Given the reactants N#N.[CH:3]([N:16]=[CH:17][C:18]1[CH:23]=[CH:22][C:21]([OH:24])=[C:20]([O:25][CH3:26])[CH:19]=1)([C:10]1[CH:15]=[CH:14][CH:13]=[CH:12][CH:11]=1)[C:4]1[CH:9]=[CH:8][CH:7]=[CH:6][CH:5]=1.[BH4-].[Na+], predict the reaction product. (4) Given the reactants [NH2:1][C:2]1[N:11]=[CH:10][C:9]2[C:8](SC)=[N:7][CH:6]=[N:5][C:4]=2[CH:3]=1.[Br:14][C:15]1[CH:16]=[C:17]([CH:19]=[CH:20][CH:21]=1)[NH2:18], predict the reaction product. The product is: [NH2:1][C:2]1[N:11]=[CH:10][C:9]2[C:8]([NH:18][C:17]3[CH:19]=[CH:20][CH:21]=[C:15]([Br:14])[CH:16]=3)=[N:7][CH:6]=[N:5][C:4]=2[CH:3]=1.